Dataset: Full USPTO retrosynthesis dataset with 1.9M reactions from patents (1976-2016). Task: Predict the reactants needed to synthesize the given product. (1) Given the product [CH2:18]([O:20][CH:21]([O:24][CH2:25][CH3:26])[CH2:22][NH:23][C:7](=[O:8])[O:9][CH2:10][C:11]1[CH:16]=[CH:15][CH:14]=[CH:13][CH:12]=1)[CH3:19], predict the reactants needed to synthesize it. The reactants are: C(=O)([O-])[O-].[Na+].[Na+].[C:7](Cl)([O:9][CH2:10][C:11]1[CH:16]=[CH:15][CH:14]=[CH:13][CH:12]=1)=[O:8].[CH2:18]([O:20][CH:21]([O:24][CH2:25][CH3:26])[CH2:22][NH2:23])[CH3:19]. (2) Given the product [NH2:18][CH2:19][CH2:20][CH2:21][CH2:22][CH2:23][O:24][C:25](=[O:48])[CH2:26][C:27]([C:30]1[C:35](=[O:36])[C:34]([CH3:37])=[C:33]([CH2:38][CH2:39][C:40]([O:42][CH2:43][CH:44]=[CH2:45])=[O:41])[C:32](=[O:46])[C:31]=1[CH3:47])([CH3:29])[CH3:28], predict the reactants needed to synthesize it. The reactants are: C1C2C(COC([NH:18][CH2:19][CH2:20][CH2:21][CH2:22][CH2:23][O:24][C:25](=[O:48])[CH2:26][C:27]([C:30]3[C:35](=[O:36])[C:34]([CH3:37])=[C:33]([CH2:38][CH2:39][C:40]([O:42][CH2:43][CH:44]=[CH2:45])=[O:41])[C:32](=[O:46])[C:31]=3[CH3:47])([CH3:29])[CH3:28])=O)C3C(=CC=CC=3)C=2C=CC=1.N1CCCCC1. (3) Given the product [C:19]([C:21]1[CH:28]=[CH:27][C:24]([CH2:25][NH:26][C:2]2[S:3][C:4]([C:7]([NH:9][C:10]3[CH:11]=[CH:12][C:13]4[N:14]([CH:16]=[CH:17][N:18]=4)[CH:15]=3)=[O:8])=[CH:5][N:6]=2)=[CH:23][CH:22]=1)#[N:20], predict the reactants needed to synthesize it. The reactants are: Br[C:2]1[S:3][C:4]([C:7]([NH:9][C:10]2[CH:11]=[CH:12][C:13]3[N:14]([CH:16]=[CH:17][N:18]=3)[CH:15]=2)=[O:8])=[CH:5][N:6]=1.[C:19]([C:21]1[CH:28]=[CH:27][C:24]([CH2:25][NH2:26])=[CH:23][CH:22]=1)#[N:20]. (4) Given the product [NH2:1][CH2:4][CH2:5][C@@:6]1([C:19]2[CH:24]=[CH:23][C:22]([F:25])=[CH:21][CH:20]=2)[O:11][C:10](=[O:12])[N:9]([C@H:13]([C:15]([CH3:18])([CH3:16])[CH3:17])[CH3:14])[CH2:8][CH2:7]1, predict the reactants needed to synthesize it. The reactants are: [N:1]([CH2:4][CH2:5][C@@:6]1([C:19]2[CH:24]=[CH:23][C:22]([F:25])=[CH:21][CH:20]=2)[O:11][C:10](=[O:12])[N:9]([C@H:13]([C:15]([CH3:18])([CH3:17])[CH3:16])[CH3:14])[CH2:8][CH2:7]1)=[N+]=[N-].C1C=CC(P(C2C=CC=CC=2)C2C=CC=CC=2)=CC=1. (5) Given the product [Cl:1][C:2]1[N:10]=[CH:9][N:8]=[C:7]2[C:3]=1[N:4]=[CH:5][N:6]2[CH2:18][CH3:19], predict the reactants needed to synthesize it. The reactants are: [Cl:1][C:2]1[N:10]=[CH:9][N:8]=[C:7]2[C:3]=1[N:4]=[CH:5][NH:6]2.C(=O)([O-])[O-].[K+].[K+].I[CH2:18][CH3:19]. (6) Given the product [Br:9][C:10]1[CH:18]=[CH:17][C:13]([C:14]([O:16][CH2:1][C:2]2[CH:7]=[CH:6][CH:5]=[CH:4][CH:3]=2)=[O:15])=[C:12]([F:19])[CH:11]=1, predict the reactants needed to synthesize it. The reactants are: [CH2:1](Br)[C:2]1[CH:7]=[CH:6][CH:5]=[CH:4][CH:3]=1.[Br:9][C:10]1[CH:18]=[CH:17][C:13]([C:14]([OH:16])=[O:15])=[C:12]([F:19])[CH:11]=1.N12CCCN=C1CCCCC2. (7) Given the product [OH:3][C@H:4]1[CH2:9][CH2:8][CH2:7][N:6]([C:10]2[N:11]=[C:12]3[CH:29]=[C:28](/[CH:30]=[CH:31]/[C:32]4[S:33][CH:34]=[C:35]([CH:37]([CH3:39])[CH3:38])[N:36]=4)[CH:27]=[CH:26][N:13]3[C:14](=[O:25])[C:15]=2/[CH:16]=[CH:17]/[C:18]([O:20][C:21]([CH3:22])([CH3:23])[CH3:24])=[O:19])[CH2:5]1, predict the reactants needed to synthesize it. The reactants are: C([O:3][C@H:4]1[CH2:9][CH2:8][CH2:7][N:6]([C:10]2[N:11]=[C:12]3[CH:29]=[C:28](/[CH:30]=[CH:31]/[C:32]4[S:33][CH:34]=[C:35]([CH:37]([CH3:39])[CH3:38])[N:36]=4)[CH:27]=[CH:26][N:13]3[C:14](=[O:25])[C:15]=2/[CH:16]=[CH:17]/[C:18]([O:20][C:21]([CH3:24])([CH3:23])[CH3:22])=[O:19])[CH2:5]1)=O.C(O[C@@H]1CCCN(C2N=C3C=C(/C=C/C4SC=C(C(C)C)N=4)C=CN3C(=O)C=2/C=C/C(OC(C)(C)C)=O)C1)=O.OC1CCCN(C2N=C3C=C(/C=C/C4SC=C(C(C)C)N=4)C=CN3C(=O)C=2/C=C/C(OC(C)(C)C)=O)C1. (8) Given the product [Cl:27][C:26]1[C:21]([N:7]([CH2:6][C:5]2[CH:32]=[CH:33][C:2]([C:40]3[CH:41]=[N:42][CH:43]=[CH:44][CH:45]=3)=[CH:3][CH:4]=2)[S:8]([C:11]2[CH:20]=[CH:19][C:14]([C:15]([OH:17])=[O:16])=[CH:13][CH:12]=2)(=[O:9])=[O:10])=[N:22][CH:23]=[C:24]([C:28]([F:30])([F:29])[F:31])[CH:25]=1, predict the reactants needed to synthesize it. The reactants are: Br[C:2]1[CH:33]=[CH:32][C:5]([CH2:6][N:7]([C:21]2[C:26]([Cl:27])=[CH:25][C:24]([C:28]([F:31])([F:30])[F:29])=[CH:23][N:22]=2)[S:8]([C:11]2[CH:20]=[CH:19][C:14]([C:15]([O:17]C)=[O:16])=[CH:13][CH:12]=2)(=[O:10])=[O:9])=[CH:4][CH:3]=1.O1CCCOB1[C:40]1[CH:41]=[N:42][CH:43]=[CH:44][CH:45]=1. (9) Given the product [CH:1]12[CH2:6][CH2:5][CH:4]([CH2:7][CH2:8]1)[CH2:3][CH:2]2[C:9]1([CH3:17])[N:13]([CH3:14])[C:12](=[O:15])[N:11]([CH2:19][C:20]([C:22]2[CH:27]=[CH:26][CH:25]=[C:24]([OH:28])[CH:23]=2)=[O:21])[C:10]1=[O:16], predict the reactants needed to synthesize it. The reactants are: [CH:1]12[CH2:8][CH2:7][CH:4]([CH2:5][CH2:6]1)[CH2:3][CH:2]2[C:9]1([CH3:17])[N:13]([CH3:14])[C:12](=[O:15])[NH:11][C:10]1=[O:16].Br[CH2:19][C:20]([C:22]1[CH:27]=[CH:26][CH:25]=[C:24]([OH:28])[CH:23]=1)=[O:21].